This data is from Reaction yield outcomes from USPTO patents with 853,638 reactions. The task is: Predict the reaction yield, written as a fraction of the theoretical maximum amount of product (1.0 means a 100% yield; for example, 0.34 means a 34% yield). The reactants are [O:1]1[C:5]2[CH:6]=[CH:7][CH:8]=[CH:9][C:4]=2[CH:3]=[C:2]1[CH:10]=O.[CH3:12][O:13][C:14](=[O:31])[C:15]1[C:16](=[C:21]([NH:25]CCCCC)[CH:22]=[CH:23][CH:24]=1)[C:17]([O:19][CH3:20])=[O:18]. No catalyst specified. The product is [CH3:12][O:13][C:14](=[O:31])[C:15]1[C:16](=[C:21]([NH:25][CH2:10][C:2]2[O:1][C:5]3[CH:6]=[CH:7][CH:8]=[CH:9][C:4]=3[CH:3]=2)[CH:22]=[CH:23][CH:24]=1)[C:17]([O:19][CH3:20])=[O:18]. The yield is 0.830.